This data is from Full USPTO retrosynthesis dataset with 1.9M reactions from patents (1976-2016). The task is: Predict the reactants needed to synthesize the given product. (1) Given the product [Cl:65][CH2:66][CH2:67][O:68][C:42]1[CH:43]=[CH:44][C:39]([C:34]2[CH:35]=[CH:36][CH:37]=[C:32]([N:22]3[C:23]4[N:30]=[CH:29][C:28]([F:31])=[CH:27][C:24]=4[C:25](=[O:26])[N:20]([C@@H:17]4[CH2:18][CH2:19][C@H:14]([NH:13][C:11]([C:9]5[N:10]=[C:5]6[CH:4]=[CH:3][C:2]([F:1])=[CH:7][N:6]6[CH:8]=5)=[O:12])[CH2:15][CH2:16]4)[C:21]3=[O:45])[CH:33]=2)=[CH:40][CH:41]=1, predict the reactants needed to synthesize it. The reactants are: [F:1][C:2]1[CH:3]=[CH:4][C:5]2[N:6]([CH:8]=[C:9]([C:11]([NH:13][C@H:14]3[CH2:19][CH2:18][C@@H:17]([N:20]4[C:25](=[O:26])[C:24]5[CH:27]=[C:28]([F:31])[CH:29]=[N:30][C:23]=5[N:22]([C:32]5[CH:33]=[C:34]([C:39]6[CH:44]=[CH:43][CH:42]=[CH:41][CH:40]=6)[CH:35]=[CH:36][C:37]=5O)[C:21]4=[O:45])[CH2:16][CH2:15]3)=[O:12])[N:10]=2)[CH:7]=1.C1(P(C2C=CC=CC=2)C2C=CC=CC=2)C=CC=CC=1.[Cl:65][CH2:66][CH2:67][OH:68].N(C(OC(C)C)=O)=NC(OC(C)C)=O. (2) Given the product [NH2:1][C:2]1[N:7]=[CH:6][N:5]=[C:4]2[N:8]([CH:12]([C:14]3[O:15][C:16]4[C:21]([C:22](=[O:31])[C:23]=3[C:24]3[CH:29]=[CH:28][CH:27]=[C:26]([F:30])[CH:25]=3)=[CH:20][CH:19]=[CH:18][CH:17]=4)[CH3:13])[N:9]=[C:10]([C:38]3[CH:37]=[C:36]4[C:41]([C:33]([CH3:32])=[CH:34][NH:35]4)=[CH:40][CH:39]=3)[C:3]=12, predict the reactants needed to synthesize it. The reactants are: [NH2:1][C:2]1[N:7]=[CH:6][N:5]=[C:4]2[N:8]([CH:12]([C:14]3[O:15][C:16]4[C:21]([C:22](=[O:31])[C:23]=3[C:24]3[CH:29]=[CH:28][CH:27]=[C:26]([F:30])[CH:25]=3)=[CH:20][CH:19]=[CH:18][CH:17]=4)[CH3:13])[N:9]=[C:10](I)[C:3]=12.[CH3:32][C:33]1[C:41]2[C:36](=[CH:37][C:38](B3OC(C)(C)C(C)(C)O3)=[CH:39][CH:40]=2)[NH:35][CH:34]=1.C(=O)([O-])[O-].[Na+].[Na+].ClCCl.